This data is from Forward reaction prediction with 1.9M reactions from USPTO patents (1976-2016). The task is: Predict the product of the given reaction. (1) Given the reactants [F:1][C:2]1[C:9]([CH3:10])=[C:8]([N:11]2[CH:15]([CH3:16])[C:14](=[O:17])[C:13]([CH3:19])([CH3:18])[C:12]2=[O:20])[CH:7]=[CH:6][C:3]=1[C:4]#[N:5].C([BH-](C(CC)C)C(CC)C)(CC)C.[Li+].C1COCC1, predict the reaction product. The product is: [F:1][C:2]1[C:9]([CH3:10])=[C:8]([N:11]2[C@H:15]([CH3:16])[C@H:14]([OH:17])[C:13]([CH3:19])([CH3:18])[C:12]2=[O:20])[CH:7]=[CH:6][C:3]=1[C:4]#[N:5]. (2) Given the reactants Cl.NCC(C1C=CC=CC=1)=O.Cl.[NH2:13][CH:14]([C:18]1[CH:23]=[CH:22][CH:21]=[CH:20][CH:19]=1)[CH:15]([OH:17])[CH3:16].[CH3:24][C:25]1[C:26]([C:38]2[CH:43]=[CH:42][CH:41]=[CH:40][CH:39]=2)=[N:27][C:28]2[C:33]([C:34]=1[C:35](Cl)=[O:36])=[CH:32][CH:31]=[CH:30][CH:29]=2, predict the reaction product. The product is: [OH:17][CH:15]([CH:14]([NH:13][C:35]([C:34]1[C:33]2[C:28](=[CH:29][CH:30]=[CH:31][CH:32]=2)[N:27]=[C:26]([C:38]2[CH:43]=[CH:42][CH:41]=[CH:40][CH:39]=2)[C:25]=1[CH3:24])=[O:36])[C:18]1[CH:23]=[CH:22][CH:21]=[CH:20][CH:19]=1)[CH3:16].